Task: Binary Classification. Given a T-cell receptor sequence (or CDR3 region) and an epitope sequence, predict whether binding occurs between them.. Dataset: TCR-epitope binding with 47,182 pairs between 192 epitopes and 23,139 TCRs (1) The epitope is KRWIILGLNK. The TCR CDR3 sequence is CSVAVDTLSPLHF. Result: 0 (the TCR does not bind to the epitope). (2) The epitope is ITEEVGHTDLMAAY. Result: 1 (the TCR binds to the epitope). The TCR CDR3 sequence is CASSLRGPEQFF. (3) The TCR CDR3 sequence is CASSDTQGVADTQYF. Result: 1 (the TCR binds to the epitope). The epitope is HTTDPSFLGRY. (4) The epitope is LLWNGPMAV. The TCR CDR3 sequence is CASSGGGYTEAFF. Result: 0 (the TCR does not bind to the epitope). (5) The epitope is KRWIILGLNK. The TCR CDR3 sequence is CAIGGNTEAFF. Result: 1 (the TCR binds to the epitope). (6) The epitope is KLGGALQAK. The TCR CDR3 sequence is CASSLASVSSTDTQYF. Result: 1 (the TCR binds to the epitope). (7) The epitope is YFPLQSYGF. The TCR CDR3 sequence is CASSFPGRSSYEQYF. Result: 1 (the TCR binds to the epitope).